The task is: Regression. Given two drug SMILES strings and cell line genomic features, predict the synergy score measuring deviation from expected non-interaction effect.. This data is from NCI-60 drug combinations with 297,098 pairs across 59 cell lines. (1) Drug 1: C1=C(C(=O)NC(=O)N1)F. Drug 2: C1C(C(OC1N2C=C(C(=O)NC2=O)F)CO)O. Cell line: CAKI-1. Synergy scores: CSS=38.4, Synergy_ZIP=2.79, Synergy_Bliss=3.29, Synergy_Loewe=9.08, Synergy_HSA=10.5. (2) Drug 1: C1CN(P(=O)(OC1)NCCCl)CCCl. Drug 2: C1C(C(OC1N2C=NC(=NC2=O)N)CO)O. Cell line: KM12. Synergy scores: CSS=16.6, Synergy_ZIP=-0.181, Synergy_Bliss=-0.681, Synergy_Loewe=-18.8, Synergy_HSA=-3.21.